Task: Binary Classification. Given a miRNA mature sequence and a target amino acid sequence, predict their likelihood of interaction.. Dataset: Experimentally validated miRNA-target interactions with 360,000+ pairs, plus equal number of negative samples (1) Result: 1 (interaction). The protein sequence of the target gene is MAGYLSPAAYLYVEEQEYLQAYEDVLERYKDERDKVQKKTFTKWINQHLMKVRKHVNDLYEDLRDGHNLISLLEVLSGDTLPREKGRMRFHRLQNVQIALDYLKRRQVKLVNIRNDDITDGNPKLTLGLIWTIILHFQISDIHVTGESEDMSAKERLLLWTQQATEGYAGIRCENFTTCWRDGKLFNAIIHKYRPDLIDMNTVAVQSNLANLEHAFYVAEKIGVIRLLDPEDVDVSSPDEKSVITYVSSLYDAFPKVPEGGEGIGANDVEVKWIEYQNMVNYLIQWIRHHVTTMSERTFP.... The miRNA is hsa-miR-615-3p with sequence UCCGAGCCUGGGUCUCCCUCUU. (2) The miRNA is hsa-miR-25-3p with sequence CAUUGCACUUGUCUCGGUCUGA. The protein sequence of the target gene is MAATASAGVPATVSEKQEFYQLLKNLINPSCMVRRQAEEIYENIPGLCKTTFLLDAVRNRRAGYEVRQMAAALLRRLLSSGFEEVYPNLPADVQRDVKIELILAVKLETHASMRKKLCDIFAVLARNLIDEDGTNHWPEGLKFLIDSIYSKNVVLWEVALHVFWHFPGIFGTQERHDLDIIKRLLDQCIQDQEHPAIRTLSARAAAAFVLANENNIALFKDFADLLPGILQAVNDSCYQDDDSVLESLVEIADTVPKYLGPYLEDTLQLSLKLCGDSRLSNLQRQLALEVIVTLSETATP.... Result: 1 (interaction).